Dataset: NCI-60 drug combinations with 297,098 pairs across 59 cell lines. Task: Regression. Given two drug SMILES strings and cell line genomic features, predict the synergy score measuring deviation from expected non-interaction effect. (1) Drug 1: CCC1(CC2CC(C3=C(CCN(C2)C1)C4=CC=CC=C4N3)(C5=C(C=C6C(=C5)C78CCN9C7C(C=CC9)(C(C(C8N6C)(C(=O)OC)O)OC(=O)C)CC)OC)C(=O)OC)O.OS(=O)(=O)O. Drug 2: CCC1(C2=C(COC1=O)C(=O)N3CC4=CC5=C(C=CC(=C5CN(C)C)O)N=C4C3=C2)O.Cl. Cell line: LOX IMVI. Synergy scores: CSS=36.9, Synergy_ZIP=-1.68, Synergy_Bliss=-4.61, Synergy_Loewe=-13.7, Synergy_HSA=-1.92. (2) Drug 1: CC1=C2C(C(=O)C3(C(CC4C(C3C(C(C2(C)C)(CC1OC(=O)C(C(C5=CC=CC=C5)NC(=O)OC(C)(C)C)O)O)OC(=O)C6=CC=CC=C6)(CO4)OC(=O)C)OC)C)OC. Cell line: MOLT-4. Drug 2: C1=C(C(=O)NC(=O)N1)N(CCCl)CCCl. Synergy scores: CSS=96.3, Synergy_ZIP=6.55, Synergy_Bliss=6.27, Synergy_Loewe=6.06, Synergy_HSA=8.36. (3) Drug 1: CC1C(C(CC(O1)OC2CC(CC3=C2C(=C4C(=C3O)C(=O)C5=C(C4=O)C(=CC=C5)OC)O)(C(=O)C)O)N)O.Cl. Drug 2: C1=C(C(=O)NC(=O)N1)N(CCCl)CCCl. Cell line: UACC62. Synergy scores: CSS=33.5, Synergy_ZIP=-7.17, Synergy_Bliss=1.13, Synergy_Loewe=2.93, Synergy_HSA=3.90. (4) Drug 1: CN1C(=O)N2C=NC(=C2N=N1)C(=O)N. Drug 2: C1C(C(OC1N2C=NC(=NC2=O)N)CO)O. Cell line: HT29. Synergy scores: CSS=2.71, Synergy_ZIP=-0.0185, Synergy_Bliss=2.60, Synergy_Loewe=-0.165, Synergy_HSA=1.31. (5) Drug 1: CC(CN1CC(=O)NC(=O)C1)N2CC(=O)NC(=O)C2. Drug 2: C1CN(P(=O)(OC1)NCCCl)CCCl. Cell line: CAKI-1. Synergy scores: CSS=25.0, Synergy_ZIP=-9.71, Synergy_Bliss=-5.66, Synergy_Loewe=-16.1, Synergy_HSA=-5.91. (6) Drug 1: CN(C(=O)NC(C=O)C(C(C(CO)O)O)O)N=O. Drug 2: C1CN(P(=O)(OC1)NCCCl)CCCl. Cell line: EKVX. Synergy scores: CSS=1.39, Synergy_ZIP=-0.851, Synergy_Bliss=-1.32, Synergy_Loewe=0.891, Synergy_HSA=-0.739.